This data is from Full USPTO retrosynthesis dataset with 1.9M reactions from patents (1976-2016). The task is: Predict the reactants needed to synthesize the given product. Given the product [C:28]([C:21]1[O:24][C:3]2[C:8]([C:6]3[C:5]([O:17][CH2:18][CH3:19])=[CH:4][C:3]4[C:2]([CH3:20])([CH3:1])[CH2:11][CH2:10][C:9]([CH3:13])([CH3:12])[C:8]=4[CH:7]=3)=[CH:9][CH:10]=[CH:11][C:2]=2[CH:1]=1)(=[O:30])[CH3:29], predict the reactants needed to synthesize it. The reactants are: [CH3:1][C:2]1([CH3:20])[CH2:11][CH2:10][C:9]([CH3:13])([CH3:12])[C:8]2[CH:7]=[C:6](B(O)O)[C:5]([O:17][CH2:18][CH3:19])=[CH:4][C:3]1=2.[C:21](=[O:24])([O-])[O-].[Na+].[Na+].O.[CH2:28]([OH:30])[CH3:29].